This data is from Reaction yield outcomes from USPTO patents with 853,638 reactions. The task is: Predict the reaction yield, written as a fraction of the theoretical maximum amount of product (1.0 means a 100% yield; for example, 0.34 means a 34% yield). (1) The reactants are [CH2:1]1[C:13]2[NH:12][C:11]3[C:6](=[CH:7][C:8]([NH2:14])=[CH:9][CH:10]=3)[C:5]=2[CH2:4][CH2:3][CH2:2]1.[O:15]1[C:19]2[CH:20]=[CH:21][C:22]([C:24]3([C:27](O)=[O:28])[CH2:26][CH2:25]3)=[CH:23][C:18]=2[O:17][CH2:16]1.C(N(C(C)C)CC)(C)C.F[P-](F)(F)(F)(F)F.N1(OC(N(C)C)=[N+](C)C)C2N=CC=CC=2N=N1. The catalyst is C(#N)C. The product is [O:15]1[C:19]2[CH:20]=[CH:21][C:22]([C:24]3([C:27]([NH:14][C:8]4[CH:7]=[C:6]5[C:11](=[CH:10][CH:9]=4)[NH:12][C:13]4[CH2:1][CH2:2][CH2:3][CH2:4][C:5]5=4)=[O:28])[CH2:25][CH2:26]3)=[CH:23][C:18]=2[O:17][CH2:16]1. The yield is 0.700. (2) The reactants are [CH3:1][O:2][C:3]1[CH:8]=[CH:7][C:6]([C:9]2[N:10]=[C:11]([C:17]3[CH:22]=[CH:21][N:20]=[CH:19][CH:18]=3)[NH:12][C:13]=2[C:14](O)=[O:15])=[CH:5][CH:4]=1.O.OC1C2N=N[NH:30]C=2C=CC=1.N.O1CCOCC1.CN(C)CCCN=C=NCC. The catalyst is CN(C=O)C. The product is [CH3:1][O:2][C:3]1[CH:8]=[CH:7][C:6]([C:9]2[N:10]=[C:11]([C:17]3[CH:22]=[CH:21][N:20]=[CH:19][CH:18]=3)[NH:12][C:13]=2[C:14]([NH2:30])=[O:15])=[CH:5][CH:4]=1. The yield is 0.670.